This data is from Forward reaction prediction with 1.9M reactions from USPTO patents (1976-2016). The task is: Predict the product of the given reaction. (1) Given the reactants [CH2:1]([N:8]1[CH2:13][CH2:12][C@@H:11]2[O:14][CH2:15][C:16]3[C:17]([Cl:23])=[C:18](Br)[CH:19]=[CH:20][C:21]=3[C@H:10]2[CH2:9]1)[C:2]1[CH:7]=[CH:6][CH:5]=[CH:4][CH:3]=1.[CH3:24]B1OB(C)OB(C)O1.C(=O)([O-])[O-].[K+].[K+].O, predict the reaction product. The product is: [CH2:1]([N:8]1[CH2:13][CH2:12][C@@H:11]2[O:14][CH2:15][C:16]3[C:17]([Cl:23])=[C:18]([CH3:24])[CH:19]=[CH:20][C:21]=3[C@H:10]2[CH2:9]1)[C:2]1[CH:7]=[CH:6][CH:5]=[CH:4][CH:3]=1. (2) The product is: [CH2:21]([C:23]1[N:24]=[C:25]([C:28]2[CH:33]=[CH:32][C:31]([O:34][CH2:18][CH2:17][CH2:16][O:15][C:11]3[CH:10]=[C:9]4[C:14](=[CH:13][CH:12]=3)[C@H:6]([CH2:5][C:4]([O:3][CH2:1][CH3:2])=[O:20])[CH2:7][CH2:8]4)=[C:30]([O:35][CH3:36])[CH:29]=2)[O:26][CH:27]=1)[CH3:22]. Given the reactants [CH2:1]([O:3][C:4](=[O:20])[CH2:5][C@H:6]1[C:14]2[C:9](=[CH:10][C:11]([O:15][CH2:16][CH2:17][CH2:18]Br)=[CH:12][CH:13]=2)[CH2:8][CH2:7]1)[CH3:2].[CH2:21]([C:23]1[N:24]=[C:25]([C:28]2[CH:33]=[CH:32][C:31]([OH:34])=[C:30]([O:35][CH3:36])[CH:29]=2)[O:26][CH:27]=1)[CH3:22].C([O-])([O-])=O.[Cs+].[Cs+], predict the reaction product. (3) Given the reactants [CH3:1][O:2][C:3]1[N:8]=[N:7][C:6]([N:9]2[C:13]([C:14]3[CH:19]=[CH:18][C:17]([CH3:20])=[CH:16][N:15]=3)=[CH:12][C:11]([C:21]([OH:23])=O)=[N:10]2)=[CH:5][CH:4]=1.[CH2:24]([NH:26][CH2:27][CH3:28])[CH3:25], predict the reaction product. The product is: [CH2:24]([N:26]([CH2:27][CH3:28])[C:21]([C:11]1[CH:12]=[C:13]([C:14]2[CH:19]=[CH:18][C:17]([CH3:20])=[CH:16][N:15]=2)[N:9]([C:6]2[N:7]=[N:8][C:3]([O:2][CH3:1])=[CH:4][CH:5]=2)[N:10]=1)=[O:23])[CH3:25]. (4) Given the reactants Cl[CH2:2][C:3]1[CH:8]=[CH:7][C:6]([NH:9][C:10](=[O:12])[CH3:11])=[CH:5][CH:4]=1.[NH2:13][C:14]1[S:15][CH:16]=[CH:17][N:18]=1.N1C2C(=CC=CC=2)C=C1.[NH:28]1[C:36]2[C:31](=[CH:32][CH:33]=[CH:34][CH:35]=2)[C:30]([C:37](OC)=[O:38])=[CH:29]1, predict the reaction product. The product is: [S:15]1[CH:16]=[CH:17][N:18]=[C:14]1[NH:13][C:37]([C:30]1[C:31]2[C:36](=[CH:35][CH:34]=[CH:33][CH:32]=2)[N:28]([CH2:2][C:3]2[CH:8]=[CH:7][C:6]([NH:9][C:10](=[O:12])[CH3:11])=[CH:5][CH:4]=2)[CH:29]=1)=[O:38]. (5) Given the reactants Cl[C:2]1[CH:7]=[CH:6][C:5]([N+:8]([O-:10])=[O:9])=[CH:4][C:3]=1[N+:11]([O-:13])=[O:12].[CH2:14]([NH2:16])[CH3:15].C(=O)([O-])O.[Na+], predict the reaction product. The product is: [CH2:14]([NH:16][C:2]1[CH:7]=[CH:6][C:5]([N+:8]([O-:10])=[O:9])=[CH:4][C:3]=1[N+:11]([O-:13])=[O:12])[CH3:15]. (6) The product is: [CH3:1][O:2][N:3]([CH3:13])[C:4]([C:6]1[C:11]([O:12][CH3:14])=[CH:10][CH:9]=[CH:8][N:7]=1)=[O:5]. Given the reactants [CH3:1][O:2][N:3]([CH3:13])[C:4]([C:6]1[C:11]([OH:12])=[CH:10][CH:9]=[CH:8][N:7]=1)=[O:5].[C:14](=O)([O-])[O-].[K+].[K+].CI, predict the reaction product. (7) Given the reactants [NH2:1][C:2]1([C:5]([OH:7])=[O:6])[CH2:4][CH2:3]1.S(Cl)([Cl:10])=O.[CH3:12]O, predict the reaction product. The product is: [ClH:10].[CH3:12][O:6][C:5]([C:2]1([NH2:1])[CH2:4][CH2:3]1)=[O:7]. (8) The product is: [Cl:12][C:9]1[CH:10]=[CH:11][C:6]([CH:2]([NH:13][C:14]2[CH:19]=[CH:18][CH:17]=[CH:16][CH:15]=2)[C:3]([OH:5])=[O:4])=[CH:7][CH:8]=1. Given the reactants Br[CH:2]([C:6]1[CH:11]=[CH:10][C:9]([Cl:12])=[CH:8][CH:7]=1)[C:3]([OH:5])=[O:4].[NH2:13][C:14]1[CH:19]=[CH:18][CH:17]=[CH:16][CH:15]=1, predict the reaction product.